Dataset: Reaction yield outcomes from USPTO patents with 853,638 reactions. Task: Predict the reaction yield, written as a fraction of the theoretical maximum amount of product (1.0 means a 100% yield; for example, 0.34 means a 34% yield). (1) The reactants are [Cl:1][C:2]1[CH:7]=[CH:6][C:5]([C:8]2[C:14]3[CH:15]=[C:16]([O:19][CH3:20])[CH:17]=[CH:18][C:13]=3[N:12]3[C:21]([CH3:24])=[N:22][N:23]=[C:11]3[C@H:10]([CH2:25][C:26]([OH:28])=O)[N:9]=2)=[CH:4][CH:3]=1.CCN=C=NCCCN(C)C.C1C=CC2N(O)N=NC=2C=1.[NH2:50][CH2:51][CH2:52][O:53][CH2:54][CH2:55][O:56][CH2:57][CH2:58][O:59][CH2:60][CH2:61][O:62][CH2:63][CH2:64][O:65][CH2:66][CH2:67][O:68][CH2:69][CH2:70][NH:71][C:72](=[O:78])[O:73][C:74]([CH3:77])([CH3:76])[CH3:75]. The catalyst is C(Cl)Cl.CN(C1C=CN=CC=1)C. The product is [Cl:1][C:2]1[CH:7]=[CH:6][C:5]([C:8]2[C:14]3[CH:15]=[C:16]([O:19][CH3:20])[CH:17]=[CH:18][C:13]=3[N:12]3[C:21]([CH3:24])=[N:22][N:23]=[C:11]3[C@H:10]([CH2:25][C:26](=[O:28])[NH:50][CH2:51][CH2:52][O:53][CH2:54][CH2:55][O:56][CH2:57][CH2:58][O:59][CH2:60][CH2:61][O:62][CH2:63][CH2:64][O:65][CH2:66][CH2:67][O:68][CH2:69][CH2:70][NH:71][C:72](=[O:78])[O:73][C:74]([CH3:76])([CH3:75])[CH3:77])[N:9]=2)=[CH:4][CH:3]=1. The yield is 0.743. (2) The reactants are [CH3:1][O:2][C:3]1[CH:8]=[CH:7][CH:6]=[CH:5][C:4]=1[C:9]1[C:17]2[C:12](=[N:13][CH:14]=[C:15]([C:18]3[CH:19]=[C:20]([CH:24]=[CH:25][CH:26]=3)[C:21](O)=[O:22])[CH:16]=2)[NH:11][N:10]=1.CN(C(ON1N=NC2C=CC=NC1=2)=[N+](C)C)C.F[P-](F)(F)(F)(F)F.[N:51]1[CH:56]=[CH:55][CH:54]=[N:53][C:52]=1[N:57]1[CH2:62][CH2:61][NH:60][CH2:59][CH2:58]1. The catalyst is CN(C=O)C. The product is [CH3:1][O:2][C:3]1[CH:8]=[CH:7][CH:6]=[CH:5][C:4]=1[C:9]1[C:17]2[C:12](=[N:13][CH:14]=[C:15]([C:18]3[CH:19]=[C:20]([C:21]([N:60]4[CH2:61][CH2:62][N:57]([C:52]5[N:51]=[CH:56][CH:55]=[CH:54][N:53]=5)[CH2:58][CH2:59]4)=[O:22])[CH:24]=[CH:25][CH:26]=3)[CH:16]=2)[NH:11][N:10]=1. The yield is 0.280.